Task: Predict the product of the given reaction.. Dataset: Forward reaction prediction with 1.9M reactions from USPTO patents (1976-2016) (1) Given the reactants [CH3:1][C:2]1[N:7]=[CH:6][C:5](B2OC(C)(C)C(C)(C)O2)=[CH:4][N:3]=1.Br[C:18]1[S:22][C:21]([C:23]([O:25][CH2:26][CH3:27])=[O:24])=[CH:20][CH:19]=1.C([O-])([O-])=O.[Na+].[Na+].O, predict the reaction product. The product is: [CH3:1][C:2]1[N:3]=[CH:4][C:5]([C:18]2[S:22][C:21]([C:23]([O:25][CH2:26][CH3:27])=[O:24])=[CH:20][CH:19]=2)=[CH:6][N:7]=1. (2) Given the reactants ClC1C=CC(C(N)C(C2CCCCC2)N)=CC=1.Cl.C(OC1C=C(OC)C=CC=1C(=N)OCC)C.[Cl:35][C:36]1[CH:41]=[CH:40][C:39]([CH:42]2[NH:46][C:45]([C:47]3[CH:52]=[CH:51][C:50]([O:53][CH3:54])=[CH:49][C:48]=3[O:55][CH2:56][CH3:57])=[N:44][CH:43]2[CH2:58][CH:59]2[CH2:63][CH2:62][CH2:61][CH2:60]2)=[CH:38][CH:37]=1, predict the reaction product. The product is: [Cl:35][C:36]1[CH:41]=[CH:40][C:39]([CH:42]2[NH:46][C:45]([C:47]3[CH:52]=[CH:51][C:50]([O:53][CH3:54])=[CH:49][C:48]=3[O:55][CH2:56][CH3:57])=[N:44][CH:43]2[CH:58]2[CH2:59][CH2:63][CH2:62][CH2:61][CH2:60]2)=[CH:38][CH:37]=1. (3) Given the reactants Br[C:2]1[CH:7]=[CH:6][CH:5]=[C:4]([CH3:8])[N:3]=1.[Li]CCCC.[CH2:14]([Sn:18](Cl)([CH2:23][CH2:24][CH2:25][CH3:26])[CH2:19][CH2:20][CH2:21][CH3:22])[CH2:15][CH2:16][CH3:17], predict the reaction product. The product is: [CH3:8][C:4]1[N:3]=[C:2]([Sn:18]([CH2:19][CH2:20][CH2:21][CH3:22])([CH2:23][CH2:24][CH2:25][CH3:26])[CH2:14][CH2:15][CH2:16][CH3:17])[CH:7]=[CH:6][CH:5]=1.